Dataset: Forward reaction prediction with 1.9M reactions from USPTO patents (1976-2016). Task: Predict the product of the given reaction. (1) The product is: [CH3:1][O:2][C:3]([C:5]1[CH:6]=[N:7][C:8]([O:18][C:19]2[CH:24]=[CH:23][CH:22]=[CH:21][CH:20]=2)=[N:9][CH:10]=1)=[O:4]. Given the reactants [CH3:1][O:2][C:3]([C:5]1[CH:6]=[N:7][C:8](S(C)(=O)=O)=[N:9][CH:10]=1)=[O:4].O.O.O.[O-:18][C:19]1[CH:24]=[CH:23][CH:22]=[CH:21][CH:20]=1.[Na+].O, predict the reaction product. (2) Given the reactants [F:1][C:2]1[CH:11]=[C:10]2[C:5]([CH:6]=[C:7]([CH:18]3[CH2:22][CH2:21][CH2:20][NH:19]3)[C:8]([N:12]3[CH2:17][CH2:16][O:15][CH2:14][CH2:13]3)=[N:9]2)=[CH:4][CH:3]=1.CCN(C(C)C)C(C)C.[NH2:32][C:33]1[C:38]([C:39]#[N:40])=[C:37](Cl)[N:36]=[CH:35][N:34]=1, predict the reaction product. The product is: [NH2:32][C:33]1[C:38]([C:39]#[N:40])=[C:37]([N:19]2[CH2:20][CH2:21][CH2:22][CH:18]2[C:7]2[C:8]([N:12]3[CH2:13][CH2:14][O:15][CH2:16][CH2:17]3)=[N:9][C:10]3[C:5]([CH:6]=2)=[CH:4][CH:3]=[C:2]([F:1])[CH:11]=3)[N:36]=[CH:35][N:34]=1. (3) Given the reactants [BH4-].[Li+].[F:3][C:4]1[C:9]([F:10])=[CH:8][CH:7]=[CH:6][C:5]=1[C@:11]([NH:22][S@@:23]([C:25]([CH3:28])([CH3:27])[CH3:26])=[O:24])([CH2:20][F:21])[CH2:12][C:13](OC(C)(C)C)=[O:14].CO, predict the reaction product. The product is: [F:3][C:4]1[C:9]([F:10])=[CH:8][CH:7]=[CH:6][C:5]=1[C@@:11]([NH:22][S@@:23]([C:25]([CH3:28])([CH3:27])[CH3:26])=[O:24])([CH2:12][CH2:13][OH:14])[CH2:20][F:21]. (4) Given the reactants [C:1]([O:5][C:6]([N:8]1[CH2:11][CH:10]([O:12][C:13]2[CH:14]=[C:15]3[C:24](=[CH:25][CH:26]=2)[O:23][CH2:22][C:21]2[N:16]3[CH:17]([CH3:28])[C:18](=[O:27])[NH:19][N:20]=2)[CH2:9]1)=[O:7])([CH3:4])([CH3:3])[CH3:2].[Br-:29].[Br-].[Br-].C([N+](CCCC)(CCCC)CCCC)CCC.C([N+](CCCC)(CCCC)CCCC)CCC.C([N+](CCCC)(CCCC)CCCC)CCC, predict the reaction product. The product is: [C:1]([O:5][C:6]([N:8]1[CH2:11][CH:10]([O:12][C:13]2[CH:14]=[C:15]3[C:24](=[CH:25][C:26]=2[Br:29])[O:23][CH2:22][C:21]2[N:16]3[CH:17]([CH3:28])[C:18](=[O:27])[NH:19][N:20]=2)[CH2:9]1)=[O:7])([CH3:4])([CH3:2])[CH3:3]. (5) Given the reactants [CH3:1][O:2][C:3]1[CH:4]=[C:5]2[C:10](=[CH:11][C:12]=1[O:13][CH3:14])[N:9]=[CH:8][N:7]=[C:6]2[O:15][C:16]1[CH:22]=[CH:21][C:19]([NH2:20])=[C:18]([CH3:23])[C:17]=1[CH3:24].C1(C)C=CC=CC=1.C(N(CC)CC)C.ClC(Cl)(O[C:43](=[O:49])[O:44][C:45](Cl)(Cl)Cl)Cl.[F:51][C:52]1[CH:62]=[CH:61][C:55]([O:56][CH2:57][CH2:58]CO)=[CH:54][CH:53]=1, predict the reaction product. The product is: [CH3:1][O:2][C:3]1[CH:4]=[C:5]2[C:10](=[CH:11][C:12]=1[O:13][CH3:14])[N:9]=[CH:8][N:7]=[C:6]2[O:15][C:16]1[CH:22]=[CH:21][C:19]([NH:20][C:43](=[O:49])[O:44][CH2:45][CH2:58][CH2:57][O:56][C:55]2[CH:61]=[CH:62][C:52]([F:51])=[CH:53][CH:54]=2)=[C:18]([CH3:23])[C:17]=1[CH3:24]. (6) Given the reactants Br[C:2]1[CH:7]=[CH:6][C:5]([NH:8][C:9]([NH:11][C:12]2[CH:17]=[CH:16][C:15]([O:18][C:19]3[CH:24]=[C:23]([NH:25][CH3:26])[N:22]=[CH:21][N:20]=3)=[CH:14][CH:13]=2)=[O:10])=[CH:4][C:3]=1[C:27]([F:30])([F:29])[F:28].C([Sn](CCCC)(CCCC)[C:36]1[CH:41]=[CH:40][CH:39]=[CH:38][N:37]=1)CCC, predict the reaction product. The product is: [CH3:26][NH:25][C:23]1[N:22]=[CH:21][N:20]=[C:19]([O:18][C:15]2[CH:16]=[CH:17][C:12]([NH:11][C:9]([NH:8][C:5]3[CH:6]=[CH:7][C:2]([C:36]4[CH:41]=[CH:40][CH:39]=[CH:38][N:37]=4)=[C:3]([C:27]([F:30])([F:29])[F:28])[CH:4]=3)=[O:10])=[CH:13][CH:14]=2)[CH:24]=1. (7) Given the reactants [CH3:1][C:2]1[N:6]2[CH:7]=[CH:8][CH:9]=[CH:10][C:5]2=[N:4][C:3]=1[CH2:11][OH:12], predict the reaction product. The product is: [CH3:1][C:2]1[N:6]2[CH:7]=[CH:8][CH:9]=[CH:10][C:5]2=[N:4][C:3]=1[CH:11]=[O:12]. (8) Given the reactants [Cl:1][C:2]1[CH:3]=[C:4]([C:29]2[CH:34]=[CH:33][C:32]([F:35])=[C:31]([OH:36])[CH:30]=2)[CH:5]=[CH:6][C:7]=1[CH:8]([CH3:28])[C:9]([C:15]1[CH:16]=[C:17]([F:27])[C:18]2[O:23][CH2:22][C:21](=[O:24])[N:20]([CH3:25])[C:19]=2[CH:26]=1)([OH:14])[C:10]([F:13])([F:12])[F:11].[CH2:37]([O:39][C:40](=[O:43])[CH2:41]Br)[CH3:38].C(=O)([O-])[O-].[Cs+].[Cs+], predict the reaction product. The product is: [CH2:37]([O:39][C:40](=[O:43])[CH2:41][O:36][C:31]1[CH:30]=[C:29]([C:4]2[CH:5]=[CH:6][C:7]([CH:8]([CH3:28])[C:9]([C:15]3[CH:16]=[C:17]([F:27])[C:18]4[O:23][CH2:22][C:21](=[O:24])[N:20]([CH3:25])[C:19]=4[CH:26]=3)([OH:14])[C:10]([F:13])([F:11])[F:12])=[C:2]([Cl:1])[CH:3]=2)[CH:34]=[CH:33][C:32]=1[F:35])[CH3:38]. (9) Given the reactants Br[C:2]1[CH:7]=[CH:6][C:5]([C:8]2[O:12][N:11]=[C:10]([CH3:13])[C:9]=2[CH2:14][O:15][C:16](=[O:23])[NH:17][CH:18]2[CH2:22][CH2:21][CH2:20][CH2:19]2)=[CH:4][CH:3]=1.[CH2:24]([O:26][C:27]([C:29]1([C:32]2[CH:37]=[CH:36][C:35](B3OC(C)(C)C(C)(C)O3)=[CH:34][CH:33]=2)[CH2:31][CH2:30]1)=[O:28])[CH3:25], predict the reaction product. The product is: [CH2:24]([O:26][C:27]([C:29]1([C:32]2[CH:37]=[CH:36][C:35]([C:2]3[CH:7]=[CH:6][C:5]([C:8]4[O:12][N:11]=[C:10]([CH3:13])[C:9]=4[CH2:14][O:15][C:16](=[O:23])[NH:17][CH:18]4[CH2:22][CH2:21][CH2:20][CH2:19]4)=[CH:4][CH:3]=3)=[CH:34][CH:33]=2)[CH2:30][CH2:31]1)=[O:28])[CH3:25].